Dataset: Forward reaction prediction with 1.9M reactions from USPTO patents (1976-2016). Task: Predict the product of the given reaction. Given the reactants [CH:1]1([C:4]2[CH:5]=[N:6][C:7]([NH:17][C:18]3[CH:26]=[CH:25][CH:24]=[C:23]4[C:19]=3[CH:20]=[CH:21][N:22]4[CH2:27][CH:28]3[CH2:33][CH2:32][CH2:31][CH2:30][O:29]3)=[C:8]([CH:16]=2)[C:9]([O:11]C(C)(C)C)=[O:10])[CH2:3][CH2:2]1, predict the reaction product. The product is: [CH:1]1([C:4]2[CH:5]=[N:6][C:7]([NH:17][C:18]3[CH:26]=[CH:25][CH:24]=[C:23]4[C:19]=3[CH:20]=[CH:21][N:22]4[CH2:27][CH:28]3[CH2:33][CH2:32][CH2:31][CH2:30][O:29]3)=[C:8]([CH:16]=2)[C:9]([OH:11])=[O:10])[CH2:2][CH2:3]1.